This data is from Forward reaction prediction with 1.9M reactions from USPTO patents (1976-2016). The task is: Predict the product of the given reaction. (1) Given the reactants Cl[C:2]1[CH:7]=[C:6]([Cl:8])[N:5]=[CH:4][N:3]=1.CCN(C(C)C)C(C)C.[CH2:18]([NH2:25])[C:19]1[CH:24]=[CH:23][CH:22]=[CH:21][CH:20]=1.O, predict the reaction product. The product is: [CH2:18]([NH:25][C:2]1[CH:7]=[C:6]([Cl:8])[N:5]=[CH:4][N:3]=1)[C:19]1[CH:24]=[CH:23][CH:22]=[CH:21][CH:20]=1. (2) Given the reactants [NH2:1][C:2]1[CH:3]=[C:4]2[C:8](=[CH:9][CH:10]=1)[N:7]([CH2:11][C:12]1[CH:17]=[CH:16][CH:15]=[CH:14][C:13]=1[F:18])[C:6]([C:19]([O:21][CH2:22][CH3:23])=[O:20])=[CH:5]2.C(N(CC)CC)C.[CH3:31][C:32]([CH3:38])([CH3:37])[CH2:33][C:34](Cl)=[O:35].O, predict the reaction product. The product is: [CH3:31][C:32]([CH3:38])([CH3:37])[CH2:33][C:34]([NH:1][C:2]1[CH:3]=[C:4]2[C:8](=[CH:9][CH:10]=1)[N:7]([CH2:11][C:12]1[CH:17]=[CH:16][CH:15]=[CH:14][C:13]=1[F:18])[C:6]([C:19]([O:21][CH2:22][CH3:23])=[O:20])=[CH:5]2)=[O:35]. (3) The product is: [C:42]([O:46][C:47]([N:49]1[CH2:54][CH2:53][N:52]([C:31]([C:14]2[N:13]3[C:8]([CH:9]=[CH:10][CH:11]=[CH:12]3)=[C:7]([C:15]3[CH:16]=[CH:17][CH:18]=[CH:19][CH:20]=3)[C:6]=2[CH2:5][C:4]2[CH:21]=[CH:22][CH:23]=[C:2]([F:1])[C:3]=2[CH3:24])=[O:32])[CH2:51][C@@H:50]1[CH2:55][C:56]([O:58][CH3:59])=[O:57])=[O:48])([CH3:45])([CH3:44])[CH3:43]. Given the reactants [F:1][C:2]1[C:3]([CH3:24])=[C:4]([CH:21]=[CH:22][CH:23]=1)[CH2:5][C:6]1[C:7]([C:15]2[CH:20]=[CH:19][CH:18]=[CH:17][CH:16]=2)=[C:8]2[N:13]([CH:14]=1)[CH:12]=[CH:11][CH:10]=[CH:9]2.N1C=CC=CC=1.[C:31](Cl)(Cl)=[O:32].C1(C)C=CC=CC=1.[C:42]([O:46][C:47]([N:49]1[CH2:54][CH2:53][NH:52][CH2:51][C@@H:50]1[CH2:55][C:56]([O:58][CH3:59])=[O:57])=[O:48])([CH3:45])([CH3:44])[CH3:43].C(N(CC)CC)C, predict the reaction product. (4) Given the reactants [NH2:1][C:2]([C:4]1[CH:9]=[C:8]([F:10])[CH:7]=[CH:6][C:5]=1[NH:11][C:12](=O)[C:13]([O:15][CH2:16][CH3:17])=[O:14])=[O:3].CC[O-].[Na+].Cl, predict the reaction product. The product is: [F:10][C:8]1[CH:9]=[C:4]2[C:5](=[CH:6][CH:7]=1)[N:11]=[C:12]([C:13]([O:15][CH2:16][CH3:17])=[O:14])[NH:1][C:2]2=[O:3]. (5) Given the reactants [Br:1][C:2]1[C:7]([O:8][CH3:9])=[CH:6][C:5]([C:10]2[O:11][CH:12]=[CH:13][CH:14]=2)=[CH:4][C:3]=1[O:15][CH3:16].CON(C)[C:20](=[O:36])[CH:21]([O:34][CH3:35])[C:22]1[CH:27]=[CH:26][C:25]([C:28]2[S:29][C:30]([CH3:33])=[N:31][N:32]=2)=[CH:24][CH:23]=1, predict the reaction product. The product is: [Br:1][C:2]1[C:7]([O:8][CH3:9])=[CH:6][C:5]([C:10]2[O:11][C:12]([C:20](=[O:36])[CH:21]([O:34][CH3:35])[C:22]3[CH:23]=[CH:24][C:25]([C:28]4[S:29][C:30]([CH3:33])=[N:31][N:32]=4)=[CH:26][CH:27]=3)=[CH:13][CH:14]=2)=[CH:4][C:3]=1[O:15][CH3:16]. (6) Given the reactants B1(B2C3CCCC2CCC3)C2CCCC1CCC2.[CH2:19]=[C:20]1[CH2:25][CH2:24][N:23]([C:26]([O:28][C:29]([CH3:32])([CH3:31])[CH3:30])=[O:27])[CH2:22][CH2:21]1.P([O-])([O-])([O-])=O.[K+].[K+].[K+].Cl[C:42]1[CH:51]=[CH:50][C:49]2[C:44](=[CH:45][CH:46]=[C:47]([Cl:62])[C:48]=2[NH:52][C:53](=[O:61])[CH2:54][CH:55]2[CH2:60][CH2:59][CH2:58][CH2:57][CH2:56]2)[N:43]=1, predict the reaction product. The product is: [Cl:62][C:47]1[C:48]([NH:52][C:53](=[O:61])[CH2:54][CH:55]2[CH2:56][CH2:57][CH2:58][CH2:59][CH2:60]2)=[C:49]2[C:44](=[CH:45][CH:46]=1)[N:43]=[C:42]([CH2:19][CH:20]1[CH2:25][CH2:24][N:23]([C:26]([O:28][C:29]([CH3:32])([CH3:31])[CH3:30])=[O:27])[CH2:22][CH2:21]1)[CH:51]=[CH:50]2.